From a dataset of Forward reaction prediction with 1.9M reactions from USPTO patents (1976-2016). Predict the product of the given reaction. (1) Given the reactants CS(O[CH2:6][CH2:7][O:8][CH2:9][CH2:10][CH2:11][CH2:12][CH2:13][CH2:14][CH2:15][CH2:16][CH2:17][CH2:18][CH2:19][CH3:20])(=O)=O.[I-:21].[Na+], predict the reaction product. The product is: [I:21][CH2:6][CH2:7][O:8][CH2:9][CH2:10][CH2:11][CH2:12][CH2:13][CH2:14][CH2:15][CH2:16][CH2:17][CH2:18][CH2:19][CH3:20]. (2) The product is: [Br:11][C:12]1[CH:21]=[CH:20][C:19]([Cl:22])=[CH:18][C:13]=1[C:14](=[O:16])[CH2:26][CH2:25][C:24]([F:31])([F:30])[F:23]. Given the reactants C[Si]([N-][Si](C)(C)C)(C)C.[Na+].[Br:11][C:12]1[CH:21]=[CH:20][C:19]([Cl:22])=[CH:18][C:13]=1[C:14]([O:16]C)=O.[F:23][C:24]([F:31])([F:30])[CH2:25][CH2:26]C(O)=O, predict the reaction product.